Dataset: NCI-60 drug combinations with 297,098 pairs across 59 cell lines. Task: Regression. Given two drug SMILES strings and cell line genomic features, predict the synergy score measuring deviation from expected non-interaction effect. (1) Drug 1: C1=C(C(=O)NC(=O)N1)F. Drug 2: C1=CC(=CC=C1CC(C(=O)O)N)N(CCCl)CCCl.Cl. Cell line: KM12. Synergy scores: CSS=21.8, Synergy_ZIP=-11.2, Synergy_Bliss=-21.4, Synergy_Loewe=-22.7, Synergy_HSA=-18.8. (2) Drug 1: CC1=C(C=C(C=C1)C(=O)NC2=CC(=CC(=C2)C(F)(F)F)N3C=C(N=C3)C)NC4=NC=CC(=N4)C5=CN=CC=C5. Drug 2: CCC1(CC2CC(C3=C(CCN(C2)C1)C4=CC=CC=C4N3)(C5=C(C=C6C(=C5)C78CCN9C7C(C=CC9)(C(C(C8N6C)(C(=O)OC)O)OC(=O)C)CC)OC)C(=O)OC)O.OS(=O)(=O)O. Cell line: COLO 205. Synergy scores: CSS=15.7, Synergy_ZIP=-2.67, Synergy_Bliss=-3.32, Synergy_Loewe=2.01, Synergy_HSA=-2.33. (3) Drug 1: C1=CC(=CC=C1CC(C(=O)O)N)N(CCCl)CCCl.Cl. Drug 2: B(C(CC(C)C)NC(=O)C(CC1=CC=CC=C1)NC(=O)C2=NC=CN=C2)(O)O. Cell line: NCI-H460. Synergy scores: CSS=13.2, Synergy_ZIP=-10.4, Synergy_Bliss=-5.11, Synergy_Loewe=-7.18, Synergy_HSA=-5.51. (4) Drug 1: CC1C(C(CC(O1)OC2CC(CC3=C2C(=C4C(=C3O)C(=O)C5=C(C4=O)C(=CC=C5)OC)O)(C(=O)C)O)N)O.Cl. Drug 2: C1CNP(=O)(OC1)N(CCCl)CCCl. Cell line: OVCAR-8. Synergy scores: CSS=20.8, Synergy_ZIP=3.39, Synergy_Bliss=2.57, Synergy_Loewe=-25.5, Synergy_HSA=1.55. (5) Drug 1: B(C(CC(C)C)NC(=O)C(CC1=CC=CC=C1)NC(=O)C2=NC=CN=C2)(O)O. Drug 2: CC1C(C(CC(O1)OC2CC(CC3=C2C(=C4C(=C3O)C(=O)C5=C(C4=O)C(=CC=C5)OC)O)(C(=O)CO)O)N)O.Cl. Cell line: HCC-2998. Synergy scores: CSS=63.4, Synergy_ZIP=-2.42, Synergy_Bliss=-4.29, Synergy_Loewe=-3.93, Synergy_HSA=-1.77. (6) Drug 1: C1CN(P(=O)(OC1)NCCCl)CCCl. Drug 2: C1C(C(OC1N2C=NC3=C2NC=NCC3O)CO)O. Cell line: UACC62. Synergy scores: CSS=-1.77, Synergy_ZIP=1.13, Synergy_Bliss=1.40, Synergy_Loewe=-2.01, Synergy_HSA=-1.57. (7) Drug 1: CC1=C2C(C(=O)C3(C(CC4C(C3C(C(C2(C)C)(CC1OC(=O)C(C(C5=CC=CC=C5)NC(=O)OC(C)(C)C)O)O)OC(=O)C6=CC=CC=C6)(CO4)OC(=O)C)OC)C)OC. Drug 2: C1=CN(C(=O)N=C1N)C2C(C(C(O2)CO)O)O.Cl. Cell line: NCI-H460. Synergy scores: CSS=41.6, Synergy_ZIP=-7.21, Synergy_Bliss=-11.9, Synergy_Loewe=-10.9, Synergy_HSA=-8.04. (8) Drug 1: CC1=C2C(C(=O)C3(C(CC4C(C3C(C(C2(C)C)(CC1OC(=O)C(C(C5=CC=CC=C5)NC(=O)C6=CC=CC=C6)O)O)OC(=O)C7=CC=CC=C7)(CO4)OC(=O)C)O)C)OC(=O)C. Drug 2: CN(CC1=CN=C2C(=N1)C(=NC(=N2)N)N)C3=CC=C(C=C3)C(=O)NC(CCC(=O)O)C(=O)O. Cell line: A498. Synergy scores: CSS=30.7, Synergy_ZIP=-8.25, Synergy_Bliss=-0.774, Synergy_Loewe=-30.2, Synergy_HSA=-0.113.